Dataset: Full USPTO retrosynthesis dataset with 1.9M reactions from patents (1976-2016). Task: Predict the reactants needed to synthesize the given product. Given the product [I:1][C:2]1[CH:7]=[CH:6][C:5]([CH:8]2[CH:17]([C:18]3[CH:23]=[CH:22][CH:21]=[C:20]([O:24][CH:25]4[CH2:30][CH2:29][CH2:28][CH2:27][O:26]4)[CH:19]=3)[C:16]([CH3:41])([OH:31])[C:15]3[C:10](=[C:11]([O:32][CH:33]4[CH2:38][CH2:37][CH2:36][CH2:35][O:34]4)[CH:12]=[CH:13][CH:14]=3)[O:9]2)=[CH:4][CH:3]=1, predict the reactants needed to synthesize it. The reactants are: [I:1][C:2]1[CH:7]=[CH:6][C:5]([CH:8]2[CH:17]([C:18]3[CH:23]=[CH:22][CH:21]=[C:20]([O:24][CH:25]4[CH2:30][CH2:29][CH2:28][CH2:27][O:26]4)[CH:19]=3)[C:16](=[O:31])[C:15]3[C:10](=[C:11]([O:32][CH:33]4[CH2:38][CH2:37][CH2:36][CH2:35][O:34]4)[CH:12]=[CH:13][CH:14]=3)[O:9]2)=[CH:4][CH:3]=1.Cl[Mg][CH3:41].